This data is from Full USPTO retrosynthesis dataset with 1.9M reactions from patents (1976-2016). The task is: Predict the reactants needed to synthesize the given product. (1) Given the product [CH3:10][O:11][C:12]1[CH:13]=[C:14]([CH:17]=[CH:18][CH:19]=1)[CH2:15][NH:16][C:7]([C:4]1[CH:3]=[C:2]([Br:1])[S:6][CH:5]=1)=[O:9], predict the reactants needed to synthesize it. The reactants are: [Br:1][C:2]1[S:6][CH:5]=[C:4]([C:7]([OH:9])=O)[CH:3]=1.[CH3:10][O:11][C:12]1[CH:13]=[C:14]([CH:17]=[CH:18][CH:19]=1)[CH2:15][NH2:16].CCN=C=NCCCN(C)C.C1C=C2N=NN(O)C2=CC=1.O. (2) Given the product [CH3:3][CH:4]1[NH:9][CH2:8][CH2:7][N:6]2[C:10]([CH3:13])=[CH:11][CH:12]=[C:5]12, predict the reactants needed to synthesize it. The reactants are: [BH4-].[Na+].[CH3:3][C:4]1[C:5]2[N:6]([C:10]([CH3:13])=[CH:11][CH:12]=2)[CH2:7][CH2:8][N:9]=1. (3) Given the product [Cl:11][C:7]1[C:6]([CH3:12])=[C:3]([C:4]#[N:5])[C:2]([N:19]2[CH2:24][CH2:23][NH:22][CH2:21][CH2:20]2)=[N:9][C:8]=1[CH3:10], predict the reactants needed to synthesize it. The reactants are: Cl[C:2]1[N:9]=[C:8]([CH3:10])[C:7]([Cl:11])=[C:6]([CH3:12])[C:3]=1[C:4]#[N:5].C([O-])([O-])=O.[K+].[K+].[NH:19]1[CH2:24][CH2:23][NH:22][CH2:21][CH2:20]1. (4) Given the product [Cl:12][C:13]1[N:14]=[C:15]([C:25]([C:24]2[C:23]([F:22])=[N:34][CH:33]=[CH:32][CH:31]=2)=[O:26])[C:16]([CH:19]2[CH2:21][CH2:20]2)=[CH:17][CH:18]=1, predict the reactants needed to synthesize it. The reactants are: [Li]CCCC.CN(C)CCO.[Cl:12][C:13]1[CH:18]=[CH:17][C:16]([CH:19]2[CH2:21][CH2:20]2)=[CH:15][N:14]=1.[F:22][C:23]1[N:34]=[CH:33][CH:32]=[CH:31][C:24]=1[C:25](N(OC)C)=[O:26]. (5) Given the product [CH2:1]([N:8]1[C:14](=[O:15])[CH:13]([CH2:16][C:17]([OH:19])=[O:18])[CH2:12][C:11]2[CH:20]=[CH:21][C:22]([O:24][CH2:25][CH2:26][CH2:27][NH:28][C:36]3[CH:41]=[CH:40][CH:39]=[CH:38][N:37]=3)=[CH:23][C:10]=2[CH2:9]1)[C:2]1[CH:7]=[CH:6][CH:5]=[CH:4][CH:3]=1, predict the reactants needed to synthesize it. The reactants are: [CH2:1]([N:8]1[C:14](=[O:15])[CH:13]([CH2:16][C:17]([OH:19])=[O:18])[CH2:12][C:11]2[CH:20]=[CH:21][C:22]([O:24][CH2:25][CH2:26][CH2:27][N:28]([C:36]3[CH:41]=[CH:40][CH:39]=[CH:38][N:37]=3)C(OC(C)(C)C)=O)=[CH:23][C:10]=2[CH2:9]1)[C:2]1[CH:7]=[CH:6][CH:5]=[CH:4][CH:3]=1.O=C1C(CC(O)=O)CC2C=CC(OCCCN(C3C=CC=CN=3)C(OC(C)(C)C)=O)=CC=2CN1CC1C=CC(C(F)(F)F)=CC=1.C(C(O)=O)(F)(F)F. (6) Given the product [Cl:29][C:30]1[CH:35]=[CH:34][C:33]([NH:36][C:37]([N:19]2[CH2:18][CH2:17][N:16]([CH2:15][C:4]3([CH3:3])[O:8][C:7]4=[N:9][C:10]([N+:12]([O-:14])=[O:13])=[CH:11][N:6]4[CH2:5]3)[CH2:21][CH2:20]2)=[S:38])=[CH:32][CH:31]=1, predict the reactants needed to synthesize it. The reactants are: Cl.Cl.[CH3:3][C:4]1([CH2:15][N:16]2[CH2:21][CH2:20][NH:19][CH2:18][CH2:17]2)[O:8][C:7]2=[N:9][C:10]([N+:12]([O-:14])=[O:13])=[CH:11][N:6]2[CH2:5]1.C(N(CC)CC)C.[Cl:29][C:30]1[CH:35]=[CH:34][C:33]([N:36]=[C:37]=[S:38])=[CH:32][CH:31]=1. (7) Given the product [CH2:30]([C:33]1([S:36]([N:11]2[C:4]3=[CH:5][C:6]4[S:10][CH:9]=[N:8][C:7]=4[C:2]([F:1])=[C:3]3[N:13]([C:14]3[CH:19]=[CH:18][C:17]([I:20])=[CH:16][C:15]=3[F:21])[C:12]2=[O:22])(=[O:38])=[O:37])[CH2:35][CH2:34]1)[CH:31]=[CH2:32], predict the reactants needed to synthesize it. The reactants are: [F:1][C:2]1[C:7]2[N:8]=[CH:9][S:10][C:6]=2[CH:5]=[C:4]2[NH:11][C:12](=[O:22])[N:13]([C:14]3[CH:19]=[CH:18][C:17]([I:20])=[CH:16][C:15]=3[F:21])[C:3]=12.C(N(CC)CC)C.[CH2:30]([C:33]1([S:36](Cl)(=[O:38])=[O:37])[CH2:35][CH2:34]1)[CH:31]=[CH2:32].